This data is from Forward reaction prediction with 1.9M reactions from USPTO patents (1976-2016). The task is: Predict the product of the given reaction. (1) Given the reactants [CH2:1]([NH2:3])[CH3:2].[C:4]([O:8][C:9]([N:11]([CH3:51])[C@@H:12]([CH3:50])[C:13]([NH:15][C@H:16]1[C@H:22]([CH3:23])[O:21][C:20]2[CH:24]=[CH:25][CH:26]=[CH:27][C:19]=2[N:18]([CH2:28][C:29]2[C:37]3[C:32](=[CH:33][CH:34]=[CH:35][CH:36]=3)[N:31]([C:38]3[CH:46]=[CH:45][C:41]([C:42]([OH:44])=O)=[CH:40][C:39]=3[C:47]#[N:48])[N:30]=2)[C:17]1=[O:49])=[O:14])=[O:10])([CH3:7])([CH3:6])[CH3:5].CCN(C(C)C)C(C)C.C1CN([P+](ON2N=NC3C=CC=CC2=3)(N2CCCC2)N2CCCC2)CC1.F[P-](F)(F)(F)(F)F, predict the reaction product. The product is: [C:47]([C:39]1[CH:40]=[C:41]([C:42](=[O:44])[NH:3][CH2:1][CH3:2])[CH:45]=[CH:46][C:38]=1[N:31]1[C:32]2[C:37](=[CH:36][CH:35]=[CH:34][CH:33]=2)[C:29]([CH2:28][N:18]2[C:17](=[O:49])[C@@H:16]([NH:15][C:13](=[O:14])[C@@H:12]([N:11]([CH3:51])[C:9](=[O:10])[O:8][C:4]([CH3:7])([CH3:5])[CH3:6])[CH3:50])[C@H:22]([CH3:23])[O:21][C:20]3[CH:24]=[CH:25][CH:26]=[CH:27][C:19]2=3)=[N:30]1)#[N:48]. (2) Given the reactants [N:1]1[CH:6]=[CH:5][CH:4]=[C:3]([CH2:7][NH:8][C:9]2[CH:10]=[C:11]3[C:16](=[CH:17][CH:18]=2)[N:15]=[C:14]([NH2:19])[CH:13]=[CH:12]3)[CH:2]=1.[F:20][C:21]1[CH:22]=[CH:23][C:24]([O:29][CH3:30])=[C:25]([CH:28]=1)[CH:26]=O.C(O)(=O)C.C(O[BH-](OC(=O)C)OC(=O)C)(=O)C.[Na+], predict the reaction product. The product is: [F:20][C:21]1[CH:22]=[CH:23][C:24]([O:29][CH3:30])=[C:25]([CH:28]=1)[CH2:26][NH:19][C:14]1[CH:13]=[CH:12][C:11]2[C:16](=[CH:17][CH:18]=[C:9]([NH:8][CH2:7][C:3]3[CH:2]=[N:1][CH:6]=[CH:5][CH:4]=3)[CH:10]=2)[N:15]=1. (3) The product is: [C:1]([C:3]1[CH:8]=[CH:7][C:6]([CH:9]2[N:14]3[N:15]=[C:16]([N:18]4[C:26](=[O:27])[C:25]5[C:20](=[CH:21][CH:22]=[CH:23][CH:24]=5)[C:19]4=[O:28])[N:17]=[C:13]3[N:12]([C:38]3[CH:37]=[CH:36][CH:35]=[C:34]([C:33]([F:44])([F:43])[F:32])[CH:39]=3)[C:11]([CH3:29])=[C:10]2[C:30]#[N:31])=[CH:5][CH:4]=1)#[N:2]. Given the reactants [C:1]([C:3]1[CH:8]=[CH:7][C:6]([CH:9]2[N:14]3[N:15]=[C:16]([N:18]4[C:26](=[O:27])[C:25]5[C:20](=[CH:21][CH:22]=[CH:23][CH:24]=5)[C:19]4=[O:28])[N:17]=[C:13]3[NH:12][C:11]([CH3:29])=[C:10]2[C:30]#[N:31])=[CH:5][CH:4]=1)#[N:2].[F:32][C:33]([F:44])([F:43])[C:34]1[CH:35]=[C:36](B(O)O)[CH:37]=[CH:38][CH:39]=1.C(N(CC)CC)C.N1C(C)=CC=CC=1C, predict the reaction product. (4) Given the reactants N([O-])=O.[Na+].[Br:5][C:6]1[C:11](N)=[CH:10][C:9]([C:13]2[CH:18]=[CH:17][C:16]([Cl:19])=[CH:15][CH:14]=2)=[CH:8][N:7]=1.[BrH:20], predict the reaction product. The product is: [Br:5][C:6]1[C:11]([Br:20])=[CH:10][C:9]([C:13]2[CH:18]=[CH:17][C:16]([Cl:19])=[CH:15][CH:14]=2)=[CH:8][N:7]=1.